Dataset: Forward reaction prediction with 1.9M reactions from USPTO patents (1976-2016). Task: Predict the product of the given reaction. (1) Given the reactants [NH2:1][C:2]1[C:3]([C:9]([O:11][CH3:12])=[O:10])=[N:4][C:5](Br)=[CH:6][CH:7]=1.[F:13][C:14]1[C:25](B2OC(C)(C)C(C)(C)O2)=[C:24]([F:35])[CH:23]=[CH:22][C:15]=1[C:16]([NH:18][CH:19]([CH3:21])[CH3:20])=[O:17].C([O-])([O-])=O.[Na+].[Na+], predict the reaction product. The product is: [NH2:1][C:2]1[C:3]([C:9]([O:11][CH3:12])=[O:10])=[N:4][C:5]([C:25]2[C:24]([F:35])=[CH:23][CH:22]=[C:15]([C:16](=[O:17])[NH:18][CH:19]([CH3:20])[CH3:21])[C:14]=2[F:13])=[CH:6][CH:7]=1. (2) The product is: [CH3:52][CH:51]([CH3:53])[CH:47]([NH:46][C:44](=[O:45])[O:43][CH3:42])[C:32](=[O:33])[N:28]1[CH2:29][CH2:30][CH2:31][C@H:27]1[C:25]1[NH:26][C:22]([C:18]2[CH:17]=[C:16]3[C:21]([C:12]4[CH:13]=[CH:39][C:9]([B:4]5[O:3][C:2]([CH3:1])([CH3:40])[C:6]([CH3:7])([CH3:8])[O:5]5)=[CH:10][C:11]=4[CH2:14][O:15]3)=[CH:20][CH:19]=2)=[CH:23][N:24]=1. Given the reactants [CH3:1][C:2]1([CH3:40])[C:6]([CH3:8])([CH3:7])[O:5][B:4]([C:9]2[CH:10]=[CH:11][C:12]3[C:21]4[C:16](=[CH:17][C:18]([C:22]5[NH:26][C:25]([C@@H:27]6[CH2:31][CH2:30][CH2:29][N:28]6[C:32](OC(C)(C)C)=[O:33])=[N:24][CH:23]=5)=[CH:19][CH:20]=4)[O:15][CH2:14][C:13]=3[CH:39]=2)[O:3]1.Cl.[CH3:42][O:43][C:44]([NH:46][CH:47]([CH:51]([CH3:53])[CH3:52])C(O)=O)=[O:45].CN(C(ON1N=NC2C=CC=NC1=2)=[N+](C)C)C.F[P-](F)(F)(F)(F)F.C(N(C(C)C)CC)(C)C, predict the reaction product. (3) Given the reactants [C:1](#[N:3])[CH3:2].C(NC(C)C)(C)C.[Li].F[B-](F)(F)F.[CH+:17]1[CH:23]=[CH:22][CH:21]=[CH:20][CH:19]=[CH:18]1, predict the reaction product. The product is: [CH:22]1([CH2:2][C:1]#[N:3])[CH:21]=[CH:20][CH:19]=[CH:18][CH:17]=[CH:23]1. (4) Given the reactants [C:1](O)(C(F)(F)F)=O.[F:8][C:9]1[CH:14]=[CH:13][C:12]([NH:15][C:16](=O)OC(C)(C)C)=[C:11]([NH:23][C:24]2[N:29]=[C:28]([NH:30][CH:31]3[CH2:36][CH2:35][O:34][CH2:33][CH2:32]3)[C:27]([N+:37]([O-])=O)=[CH:26][N:25]=2)[CH:10]=1, predict the reaction product. The product is: [F:8][C:9]1[CH:14]=[CH:13][C:12]2[N:15]=[CH:16][N:23]([C:24]3[N:29]=[C:28]4[C:27]([N:37]=[CH:1][N:30]4[CH:31]4[CH2:36][CH2:35][O:34][CH2:33][CH2:32]4)=[CH:26][N:25]=3)[C:11]=2[CH:10]=1. (5) The product is: [C:19]1(=[CH:9][C:8]([O:7][C:3]([CH3:4])([CH3:5])[CH3:6])=[O:18])[CH2:22][CH2:21][CH2:20]1. Given the reactants [H-].[Na+].[C:3]([O:7][C:8](=[O:18])[CH2:9]P(OCC)(OCC)=O)([CH3:6])([CH3:5])[CH3:4].[C:19]1(=O)[CH2:22][CH2:21][CH2:20]1, predict the reaction product. (6) Given the reactants Cl.[N:2]1[CH:7]=[CH:6][C:5]([CH2:8]Cl)=[CH:4][CH:3]=1.[H-].[Na+].C(=O)([O-])[O-].[K+].[K+].[CH3:18][C:19]1[CH:27]=[CH:26][C:22]2[NH:23][CH:24]=[N:25][C:21]=2[C:20]=1[N+:28]([O-:30])=[O:29], predict the reaction product. The product is: [CH3:18][C:19]1[CH:27]=[CH:26][C:22]2[N:23]([CH2:8][C:5]3[CH:6]=[CH:7][N:2]=[CH:3][CH:4]=3)[CH:24]=[N:25][C:21]=2[C:20]=1[N+:28]([O-:30])=[O:29]. (7) The product is: [CH3:1][O:2][C:3]1[C:8]2[O:9][C:10]3[CH:15]=[CH:14][CH:13]=[CH:12][C:11]=3[C:7]=2[C:6]([C:17](=[S:16])[NH2:18])=[CH:5][CH:4]=1. Given the reactants [CH3:1][O:2][C:3]1[C:8]2[O:9][C:10]3[CH:15]=[CH:14][CH:13]=[CH:12][C:11]=3[C:7]=2[CH:6]=[CH:5][CH:4]=1.[S-:16][C:17]#[N:18].[K+], predict the reaction product. (8) Given the reactants [CH:1](=O)[C:2]1[CH:7]=[CH:6][CH:5]=[CH:4][CH:3]=1.C([O-])([O-])=O.[Cs+].[Cs+].[C:15]([N:18]1[CH2:23][C:22](=[O:24])[N:21]([C:25](=[O:27])[CH3:26])[CH2:20][C:19]1=[O:28])(=[O:17])[CH3:16].C(O)(=O)CC(CC(O)=O)(C(O)=O)O, predict the reaction product. The product is: [C:25]([N:21]1[CH2:20][C:19](=[O:28])[N:18]([C:15](=[O:17])[CH3:16])/[C:23](=[CH:1]\[C:2]2[CH:7]=[CH:6][CH:5]=[CH:4][CH:3]=2)/[C:22]1=[O:24])(=[O:27])[CH3:26].